This data is from Forward reaction prediction with 1.9M reactions from USPTO patents (1976-2016). The task is: Predict the product of the given reaction. (1) Given the reactants Cl.C(=[N:5][O:6][C:7]1[C:8]([C:18]#[N:19])=[N:9][CH:10]=[C:11]([O:13][N:14]=[C:15]([CH3:17])[CH3:16])[CH:12]=1)(C)C, predict the reaction product. The product is: [NH2:19][C:18]1[C:8]2=[N:9][CH:10]=[C:11]([O:13][N:14]=[C:15]([CH3:16])[CH3:17])[CH:12]=[C:7]2[O:6][N:5]=1. (2) Given the reactants [CH3:1][C:2]([C:4]1[CH:9]=[CH:8][C:7]([C:10]([F:13])([F:12])[F:11])=[CH:6][CH:5]=1)=[O:3].[CH2:14]=O.[ClH:16].[CH3:17][NH:18][CH3:19].Cl, predict the reaction product. The product is: [ClH:16].[CH3:17][N:18]([CH3:14])[CH2:19][CH2:1][C:2]([C:4]1[CH:9]=[CH:8][C:7]([C:10]([F:11])([F:12])[F:13])=[CH:6][CH:5]=1)=[O:3]. (3) Given the reactants [Cl:1][C:2]1[CH:7]=[C:6]([NH2:8])[CH:5]=[C:4](Cl)[N:3]=1.[CH3:10][O-:11].[Na+].CO, predict the reaction product. The product is: [Cl:1][C:2]1[CH:7]=[C:6]([NH2:8])[CH:5]=[C:4]([O:11][CH3:10])[N:3]=1. (4) Given the reactants [CH3:1][C:2]1[CH:3]=[C:4]([CH:8]=[CH:9][C:10]=1[N+:11]([O-:13])=[O:12])[C:5]([OH:7])=[O:6].[Br:14][N:15]1C(=O)CCC1=O.CC(N=NC(C#N)(C)C)(C#N)C, predict the reaction product. The product is: [OH:13][N:11]1[C:10]2[C:2](=[CH:3][C:4]([C:5]([OH:7])=[O:6])=[CH:8][CH:9]=2)[CH:1]=[N:15]1.[Br:14][CH2:1][C:2]1[CH:3]=[C:4]([CH:8]=[CH:9][C:10]=1[N+:11]([O-:13])=[O:12])[C:5]([OH:7])=[O:6]. (5) Given the reactants [NH2:1][CH:2]1[CH2:7][CH2:6][CH:5]([N:8]([CH2:12][C:13]2[CH:18]=[CH:17][C:16]([Cl:19])=[C:15]([O:20][C:21]3[CH:26]=[CH:25][CH:24]=[CH:23][CH:22]=3)[C:14]=2[F:27])[C:9](=O)[CH3:10])[CH2:4][CH2:3]1.B, predict the reaction product. The product is: [Cl:19][C:16]1[CH:17]=[CH:18][C:13]([CH2:12][N:8]([CH2:9][CH3:10])[CH:5]2[CH2:6][CH2:7][CH:2]([NH2:1])[CH2:3][CH2:4]2)=[C:14]([F:27])[C:15]=1[O:20][C:21]1[CH:22]=[CH:23][CH:24]=[CH:25][CH:26]=1. (6) The product is: [Br:1][C:2]1[CH:3]=[C:4]([NH:11][S:22]([CH3:21])(=[O:24])=[O:23])[C:5]([N:8]([CH3:9])[CH3:10])=[N:6][CH:7]=1. Given the reactants [Br:1][C:2]1[CH:3]=[C:4]([NH2:11])[C:5]([N:8]([CH3:10])[CH3:9])=[N:6][CH:7]=1.C(N(C(C)C)CC)(C)C.[CH3:21][S:22](Cl)(=[O:24])=[O:23].[OH-].[K+], predict the reaction product. (7) Given the reactants C(OC([NH:8][C@H:9]([C:18]([OH:20])=[O:19])[C@@H:10]([O:13]C(C)(C)C)[CH2:11][CH3:12])=O)(C)(C)C, predict the reaction product. The product is: [OH:13][C@@H:10]([CH2:11][CH3:12])[C@@H:9]([C:18]([OH:20])=[O:19])[NH2:8].